Dataset: Reaction yield outcomes from USPTO patents with 853,638 reactions. Task: Predict the reaction yield, written as a fraction of the theoretical maximum amount of product (1.0 means a 100% yield; for example, 0.34 means a 34% yield). (1) The reactants are [C:1]12([C:11](=O)C(C3C=CC=CC=3)=O)[CH2:10][CH:5]3[CH2:6][CH:7]([CH2:9][CH:3]([CH2:4]3)[CH2:2]1)[CH2:8]2.[C:21]([O-:24])([O-])=O.[Na+].[Na+].Cl.[CH3:28][NH:29][C:30]([NH2:32])=[NH:31].O. The catalyst is O1CCOCC1.CCO. The product is [C:1]12([C:11]3([C:1]4[CH:10]=[CH:5][CH:4]=[CH:3][CH:2]=4)[N:31]=[C:30]([NH2:32])[N:29]([CH3:28])[C:21]3=[O:24])[CH2:8][CH:7]3[CH2:6][CH:5]([CH2:4][CH:3]([CH2:9]3)[CH2:2]1)[CH2:10]2. The yield is 0.430. (2) The reactants are [CH2:1]([CH2:3][NH2:4])[OH:2].[Cl:5][C:6]1[CH:10]=[C:9]([C:11](Cl)=[O:12])[NH:8][C:7]=1[C:14]([O:16][CH3:17])=[O:15]. The catalyst is C1COCC1. The product is [Cl:5][C:6]1[CH:10]=[C:9]([C:11]([NH:4][CH2:3][CH2:1][OH:2])=[O:12])[NH:8][C:7]=1[C:14]([O:16][CH3:17])=[O:15]. The yield is 0.570. (3) The reactants are [CH2:1]([O:3][C:4](=[O:20])[CH:5]([C:11]1[CH:16]=[C:15]([NH2:17])[C:14](Br)=[CH:13][C:12]=1[Cl:19])[C:6]([O:8][CH2:9][CH3:10])=[O:7])[CH3:2].[C:21](=O)([O-])[O-].[K+].[K+].CB1OB(C)OB(C)O1. The catalyst is O1CCOCC1.O.C1C=CC(P(C2C=CC=CC=2)[C-]2C=CC=C2)=CC=1.C1C=CC(P(C2C=CC=CC=2)[C-]2C=CC=C2)=CC=1.Cl[Pd]Cl.[Fe+2]. The product is [CH2:1]([O:3][C:4](=[O:20])[CH:5]([C:11]1[CH:16]=[C:15]([NH2:17])[C:14]([CH3:21])=[CH:13][C:12]=1[Cl:19])[C:6]([O:8][CH2:9][CH3:10])=[O:7])[CH3:2]. The yield is 0.710.